Dataset: Reaction yield outcomes from USPTO patents with 853,638 reactions. Task: Predict the reaction yield, written as a fraction of the theoretical maximum amount of product (1.0 means a 100% yield; for example, 0.34 means a 34% yield). (1) The reactants are [CH2:1]([O:4][C:5]1[CH:13]=[C:12]([O:14][CH2:15][CH:16]=[CH2:17])[C:11]([CH2:18][C:19]#[C:20][CH3:21])=[CH:10][C:6]=1[C:7]([OH:9])=O)[CH:2]=[CH2:3].[N:22]1([CH2:28][C:29]2[CH:34]=[CH:33][C:32]([NH2:35])=[CH:31][CH:30]=2)[CH2:27][CH2:26][O:25][CH2:24][CH2:23]1.O.ON1C2C=CC=CC=2N=N1.Cl.C(N=C=NCCCN(C)C)C. The catalyst is CN(C)C=O.O. The product is [CH2:1]([O:4][C:5]1[CH:13]=[C:12]([O:14][CH2:15][CH:16]=[CH2:17])[C:11]([CH2:18][C:19]#[C:20][CH3:21])=[CH:10][C:6]=1[C:7]([NH:35][C:32]1[CH:31]=[CH:30][C:29]([CH2:28][N:22]2[CH2:23][CH2:24][O:25][CH2:26][CH2:27]2)=[CH:34][CH:33]=1)=[O:9])[CH:2]=[CH2:3]. The yield is 0.820. (2) The reactants are [Cl:1][C:2]1[CH:7]=[CH:6][C:5]([C:8]2[C:17]3[CH:16]=[C:15]([C:18]4[CH:23]=[CH:22][N:21]=[CH:20][CH:19]=4)[S:14][C:13]=3[CH2:12][CH2:11][CH2:10][CH:9]=2)=[CH:4][CH:3]=1.C([OH:28])(C)(C)C.CC(C)=O.C[N+]1([O-])CCOCC1.[OH2:41]. The catalyst is C(OCC)(=O)C.[Os](=O)(=O)(=O)=O. The product is [Cl:1][C:2]1[CH:7]=[CH:6][C:5]([C:8]2([OH:28])[C:17]3[CH:16]=[C:15]([C:18]4[CH:19]=[CH:20][N:21]=[CH:22][CH:23]=4)[S:14][C:13]=3[CH2:12][CH2:11][CH2:10][CH:9]2[OH:41])=[CH:4][CH:3]=1. The yield is 0.720. (3) The reactants are [Cl:1][C:2]1[CH:3]=[C:4]([N:10]([C:15]2[C:34]([CH:35]3[CH2:37][CH2:36]3)=[CH:33][C:18]3[C:19]([C:29]([NH:31][CH3:32])=[O:30])=[C:20]([C:22]4[CH:27]=[CH:26][C:25]([F:28])=[CH:24][CH:23]=4)[O:21][C:17]=3[CH:16]=2)[S:11]([CH3:14])(=[O:13])=[O:12])[CH:5]=[CH:6][C:7]=1[CH:8]=[O:9].[CH:38]([Mg]Br)=[CH2:39].[Cl-].[NH4+]. The catalyst is C1COCC1. The product is [Cl:1][C:2]1[CH:3]=[C:4]([N:10]([C:15]2[C:34]([CH:35]3[CH2:37][CH2:36]3)=[CH:33][C:18]3[C:19]([C:29]([NH:31][CH3:32])=[O:30])=[C:20]([C:22]4[CH:27]=[CH:26][C:25]([F:28])=[CH:24][CH:23]=4)[O:21][C:17]=3[CH:16]=2)[S:11]([CH3:14])(=[O:13])=[O:12])[CH:5]=[CH:6][C:7]=1[CH:8]([OH:9])[CH:38]=[CH2:39]. The yield is 0.710. (4) The reactants are [CH2:1]([O:3][C:4](=[O:26])[CH2:5][CH2:6][CH2:7][O:8][C:9]1[C:14]([F:15])=[CH:13][C:12](B2OC(C)(C)C(C)(C)O2)=[CH:11][C:10]=1[F:25])[CH3:2].Cl[C:28]1[CH:33]=[CH:32][CH:31]=[C:30]([O:34][C:35]2[CH:40]=[CH:39][CH:38]=[CH:37][CH:36]=2)[N:29]=1. No catalyst specified. The product is [CH2:1]([O:3][C:4](=[O:26])[CH2:5][CH2:6][CH2:7][O:8][C:9]1[C:10]([F:25])=[CH:11][C:12]([C:28]2[CH:33]=[CH:32][CH:31]=[C:30]([O:34][C:35]3[CH:40]=[CH:39][CH:38]=[CH:37][CH:36]=3)[N:29]=2)=[CH:13][C:14]=1[F:15])[CH3:2]. The yield is 0.720. (5) The yield is 0.550. The catalyst is C1COCC1.CCOC(C)=O. The product is [NH2:6][C:4]([C:3]1[C:2]([F:1])=[CH:10][CH:9]=[CH:8][C:7]=1[NH:11][C:12]1[N:17]=[C:16]([NH:18][C:19]2[CH:27]=[C:26]3[C:22]([CH2:23][CH2:24][N:25]3[C:38]([N:35]([CH3:36])[CH3:34])=[O:39])=[CH:21][C:20]=2[O:28][CH3:29])[NH:15][C:14]2=[N:30][CH:31]=[CH:32][C:13]=12)=[O:5]. The reactants are [F:1][C:2]1[CH:10]=[CH:9][CH:8]=[C:7]([NH:11][C:12]2[N:17]=[C:16]([NH:18][C:19]3[CH:27]=[C:26]4[C:22]([CH2:23][CH2:24][NH:25]4)=[CH:21][C:20]=3[O:28][CH3:29])[NH:15][C:14]3=[N:30][CH:31]=[CH:32][C:13]=23)[C:3]=1[C:4]([NH2:6])=[O:5].C1N=[CH:36][N:35]([C:38](N2C=NC=C2)=[O:39])[CH:34]=1.CN. (6) The reactants are [CH2:1]([C:3]1[CH:20]=[CH:19][C:6]([O:7][C:8]2[CH:13]=[CH:12][C:11]([S:14]([NH2:17])(=[O:16])=[O:15])=[CH:10][C:9]=2[F:18])=[C:5]([OH:21])[CH:4]=1)[CH3:2].[CH3:22]CN=C=NCCCN(C)C.[C:33]([OH:36])(=O)[CH3:34]. The catalyst is ClCCl.CN(C1C=CN=CC=1)C. The product is [CH2:1]([C:3]1[CH:20]=[CH:19][C:6]([O:7][C:8]2[CH:13]=[CH:12][C:11]([S:14]([NH:17][C:33](=[O:36])[CH3:34])(=[O:15])=[O:16])=[CH:10][C:9]=2[F:18])=[C:5]([O:21][CH3:22])[CH:4]=1)[CH3:2]. The yield is 0.890. (7) The reactants are I[C:2]1[C:6]2[C:7]([O:11][CH3:12])=[N:8][CH:9]=[CH:10][C:5]=2[N:4]([C:13]([C:26]2[CH:31]=[CH:30][CH:29]=[CH:28][CH:27]=2)([C:20]2[CH:25]=[CH:24][CH:23]=[CH:22][CH:21]=2)[C:14]2[CH:19]=[CH:18][CH:17]=[CH:16][CH:15]=2)[N:3]=1.[Cl:32][C:33]1[CH:38]=[C:37](B(O)O)[CH:36]=[CH:35][N:34]=1.C(#N)C.C([O-])(=O)C.[K+]. The catalyst is O.ClCCl. The product is [Cl:32][C:33]1[CH:38]=[C:37]([C:2]2[C:6]3[C:7]([O:11][CH3:12])=[N:8][CH:9]=[CH:10][C:5]=3[N:4]([C:13]([C:26]3[CH:31]=[CH:30][CH:29]=[CH:28][CH:27]=3)([C:20]3[CH:25]=[CH:24][CH:23]=[CH:22][CH:21]=3)[C:14]3[CH:19]=[CH:18][CH:17]=[CH:16][CH:15]=3)[N:3]=2)[CH:36]=[CH:35][N:34]=1. The yield is 0.800. (8) The reactants are [C:1]([C:6]1[S:10][C:9]([NH:11][C:12]([C:14]2[CH:19]=[CH:18][N:17]=[C:16]([CH2:20]Cl)[CH:15]=2)=[O:13])=[N:8][C:7]=1[C:22]1[O:23][CH:24]=[CH:25][CH:26]=1)(=[O:5])[CH2:2][CH2:3][CH3:4].[H-].[Na+].[OH2:29].[CH3:30]O. No catalyst specified. The product is [C:1]([C:6]1[S:10][C:9]([NH:11][C:12]([C:14]2[CH:19]=[CH:18][N:17]=[C:16]([CH2:20][O:29][CH3:30])[CH:15]=2)=[O:13])=[N:8][C:7]=1[C:22]1[O:23][CH:24]=[CH:25][CH:26]=1)(=[O:5])[CH2:2][CH2:3][CH3:4]. The yield is 0.550.